Predict which catalyst facilitates the given reaction. From a dataset of Catalyst prediction with 721,799 reactions and 888 catalyst types from USPTO. (1) Reactant: [S:1]1[C:9]2[C:4](=[N:5][CH:6]=[C:7]([CH2:10][S:11]([CH2:14][C@@H:15]([N:24]([C:33](OC(C)(C)C)=[O:34])[O:25]C(OC(C)(C)C)=O)[C:16]3[CH:21]=[CH:20][C:19]([O:22][CH3:23])=[CH:18][CH:17]=3)(=[O:13])=[O:12])[CH:8]=2)[CH:3]=[CH:2]1.FC(F)(F)C(O)=O. Product: [CH3:23][O:22][C:19]1[CH:18]=[CH:17][C:16]([C@H:15]([N:24]([OH:25])[CH:33]=[O:34])[CH2:14][S:11]([CH2:10][C:7]2[CH:8]=[C:9]3[S:1][CH:2]=[CH:3][C:4]3=[N:5][CH:6]=2)(=[O:13])=[O:12])=[CH:21][CH:20]=1. The catalyst class is: 4. (2) Product: [Cl:1][C:2]1[CH:3]=[C:4]([NH:9][C:10]2[C:19]3[C:14](=[CH:15][C:16]([O:28][CH3:29])=[C:17]([O:20][CH2:21][CH2:22][N:23]([CH2:24][C@@H:25]([OH:27])[CH3:26])[CH3:30])[CH:18]=3)[N:13]=[CH:12][N:11]=2)[CH:5]=[CH:6][C:7]=1[F:8]. The catalyst class is: 7. Reactant: [Cl:1][C:2]1[CH:3]=[C:4]([NH:9][C:10]2[C:19]3[C:14](=[CH:15][C:16]([O:28][CH3:29])=[C:17]([O:20][CH2:21][CH2:22][NH:23][CH2:24][C@@H:25]([OH:27])[CH3:26])[CH:18]=3)[N:13]=[CH:12][N:11]=2)[CH:5]=[CH:6][C:7]=1[F:8].[CH2:30](N(C(C)C)C(C)C)C.C=O.C(O[BH-](OC(=O)C)OC(=O)C)(=O)C.[Na+].C(=O)([O-])[O-].[K+].[K+]. (3) Reactant: Cl[C:2]1[CH:3]=[C:4]([C:9]2[N:13]3[C:14]4[N:22]=[C:21]([O:23][CH3:24])[CH:20]=[CH:19][C:15]=4[N:16]=[C:17]([CH3:18])[C:12]3=[C:11]([CH3:25])[N:10]=2)[CH:5]=[C:6](Cl)[CH:7]=1.[CH3:26][O:27]C1C=C(B(O)O)C=CC=1.C([O-])([O-])=O.[K+].[K+]. Product: [CH3:24][O:23][C:21]1[CH:20]=[CH:19][C:15]2[N:16]=[C:17]([CH3:18])[C:12]3[N:13]([C:9]([C:4]4[CH:5]=[CH:6][CH:7]=[C:2]([O:27][CH3:26])[CH:3]=4)=[N:10][C:11]=3[CH3:25])[C:14]=2[N:22]=1. The catalyst class is: 73. (4) Reactant: [CH:1]([N:4]1[CH2:10][CH2:9][CH2:8][N:7]([C:11]([C:13]2[CH:20]=[CH:19][C:16]([CH:17]=[O:18])=[CH:15][CH:14]=2)=[O:12])[CH2:6][CH2:5]1)([CH3:3])[CH3:2].[CH:21]1([Mg]Cl)[CH2:26][CH2:25][CH2:24][CH2:23][CH2:22]1. Product: [CH:21]1([CH:17]([OH:18])[C:16]2[CH:15]=[CH:14][C:13]([C:11]([N:7]3[CH2:8][CH2:9][CH2:10][N:4]([CH:1]([CH3:3])[CH3:2])[CH2:5][CH2:6]3)=[O:12])=[CH:20][CH:19]=2)[CH2:26][CH2:25][CH2:24][CH2:23][CH2:22]1. The catalyst class is: 1. (5) Reactant: C([O-])(=O)C.[Na+].CO.[C:8](#[N:12])[CH2:9][C:10]#[N:11].F[B-](F)(F)F.[O:18]1[C:22]([C:23]2[CH:28]=[CH:27][C:26]([N+:29]#[N:30])=[CH:25][CH:24]=2)=[CH:21][N:20]=[CH:19]1. Product: [O:18]1[C:22]([C:23]2[CH:24]=[CH:25][C:26]([NH:29][N:30]=[C:9]([C:8]#[N:12])[C:10]#[N:11])=[CH:27][CH:28]=2)=[CH:21][N:20]=[CH:19]1. The catalyst class is: 6.